From a dataset of Forward reaction prediction with 1.9M reactions from USPTO patents (1976-2016). Predict the product of the given reaction. (1) Given the reactants [CH2:1]([O:8][C:9]1[C:10]([NH:16][C:17]2[S:18][CH:19]=[C:20]([CH3:22])[N:21]=2)=[N:11][CH:12]=[C:13](Br)[CH:14]=1)[C:2]1[CH:7]=[CH:6][CH:5]=[CH:4][CH:3]=1.[CH:23](/B(O)O)=[CH:24]\[C:25]1[CH:30]=[CH:29][CH:28]=[CH:27][CH:26]=1.C(=O)([O-])[O-].[Na+].[Na+].COCCOC, predict the reaction product. The product is: [CH2:1]([O:8][C:9]1[C:10]([NH:16][C:17]2[S:18][CH:19]=[C:20]([CH3:22])[N:21]=2)=[N:11][CH:12]=[C:13](/[CH:23]=[CH:24]/[C:25]2[CH:30]=[CH:29][CH:28]=[CH:27][CH:26]=2)[CH:14]=1)[C:2]1[CH:7]=[CH:6][CH:5]=[CH:4][CH:3]=1. (2) Given the reactants [CH3:1][N:2]([CH3:13])[CH2:3][CH2:4][O:5][C:6]1[CH:12]=[CH:11][CH:10]=[CH:9][C:7]=1[NH2:8].[C:14]([N:22]=[C:23]=[S:24])(=[O:21])[C:15]1[CH:20]=[CH:19][CH:18]=[CH:17][CH:16]=1, predict the reaction product. The product is: [CH3:1][N:2]([CH3:13])[CH2:3][CH2:4][O:5][C:6]1[CH:12]=[CH:11][CH:10]=[CH:9][C:7]=1[NH:8][C:23]([NH:22][C:14](=[O:21])[C:15]1[CH:16]=[CH:17][CH:18]=[CH:19][CH:20]=1)=[S:24]. (3) Given the reactants [CH2:1]([O:3][C:4]([C:6]1[C:10]2[CH2:11][NH:12][CH2:13][CH2:14][C:9]=2[NH:8][N:7]=1)=[O:5])[CH3:2].[Cl:15][C:16]1[CH:21]=[CH:20][CH:19]=[C:18]([N:22]=[C:23]=[O:24])[CH:17]=1, predict the reaction product. The product is: [Cl:15][C:16]1[CH:17]=[C:18]([NH:22][C:23]([N:12]2[CH2:13][CH2:14][C:9]3[NH:8][N:7]=[C:6]([C:4]([O:3][CH2:1][CH3:2])=[O:5])[C:10]=3[CH2:11]2)=[O:24])[CH:19]=[CH:20][CH:21]=1. (4) Given the reactants I[C:2]1[CH:7]=[CH:6][C:5]([O:8][CH3:9])=[CH:4][C:3]=1[OH:10].[CH:11]#[C:12][CH2:13][CH3:14], predict the reaction product. The product is: [CH3:9][O:8][C:5]1[CH:6]=[CH:7][C:2]2[CH:11]=[C:12]([CH2:13][CH3:14])[O:10][C:3]=2[CH:4]=1.